This data is from Experimentally validated miRNA-target interactions with 360,000+ pairs, plus equal number of negative samples. The task is: Binary Classification. Given a miRNA mature sequence and a target amino acid sequence, predict their likelihood of interaction. (1) The miRNA is hsa-miR-4756-3p with sequence CCAGAGAUGGUUGCCUUCCUAU. The protein sequence of the target gene is MAAARHSTLDFMLGAKADGETILKGLQSIFQEQGMAESVHTWQDHGYLATYTNKNGSFANLRIYPHGLVLLDLQSYDGDAQGKEEIDSILNKVEERMKELSQDSTGRVKRLPPIVRGGAIDRYWPTADGRLVEYDIDEVVYDEDSPYQNIKILHSKQFGNILILSGDVNLAESDLAYTRAIMGSGKEDYTGKDVLILGGGDGGILCEIVKLKPKMVTMVEIDQMVIDGCKKYMRKTCGDVLDNLKGDCYQVLIEDCIPVLKRYAKEGREFDYVINDLTAVPISTSPEEDSTWEFLRLILD.... Result: 1 (interaction). (2) The miRNA is hsa-miR-6817-3p with sequence UCUCUCUGACUCCAUGGCA. The protein sequence of the target gene is MNCEREQLRGNQEAAAAPDTMAQPYASAQFAPPQNGIPAEYTAPHPHPAPEYTGQTTVPDHTLNLYPPTQTHSEQSADTSAQTVSGTATQTDDAAPTDGQPQTQPSENTESKSQPKRLHVSNIPFRFRDPDLRQMFGQFGKILDVEIIFNERGSKGFGFVTFENSADADRAREKLHGTVVEGRKIEVNNATARVMTNKKTVNPYTNGWKLNPVVGAVYSPDFYAGTVLLCQANQEGSSMYSGPSSLVYTSAMPGFPYPAATAAAAYRGAHLRGRGRTVYNTFRAAAPPPPIPAYGGVVYQ.... Result: 0 (no interaction). (3) The miRNA is hsa-miR-4651 with sequence CGGGGUGGGUGAGGUCGGGC. The protein sequence of the target gene is MELHYLAKKSNQADLCDARDWSSRGLPGDQADTAATRAALCCQKQCASTPRATEMEGSKLSSSPASPSSSLQNSTLQPDAFPPGLLHSGNNQITAERKVCNCCSQELETSFTYVDKNINLEQRNRSSPSAKGHNHPGELGWENPNEWSQEAAISLISEEEDDTSSEATSSGKSIDYGFISAILFLVTGILLVIISYIVPREVTVDPNTVAAREMERLEKESARLGAHLDRCVIAGLCLLTLGGVILSCLLMMSMWKGELYRRNRFASSKESAKLYGSFNFRMKTSTNENTLELSLVEEDA.... Result: 0 (no interaction). (4) The miRNA is hsa-let-7e-5p with sequence UGAGGUAGGAGGUUGUAUAGUU. The protein sequence of the target gene is MAATRSPTRARERERSGAPAAGSDQVHSWMLATSQALDTVWRMAKGFVMLAVSFLVAAICYFRRLHLYSGHKLKWWIGYLQRKFKRNLSVEAEVDLLSYCAREWKGETPRNKLMRKAYEELFWRHHIKCVRQVRRDNYDALRSVLFQIFSQGISFPSWMKEKDIVKLPEKLLFSQGCNWIQQYSFGPEKYTGSNVFGKLRKYVELLKTQWTEFNGIRDYHKRGSMCNTLFSDAILEYKLYEALKFIMLYQVTEVYEQMKTKKVIPSLFRLLFSRETSSDPLSFMMNHLNSVGDTCGLEQI.... Result: 1 (interaction). (5) The miRNA is hsa-miR-8078 with sequence GGUCUAGGCCCGGUGAGAGACUC. The protein sequence of the target gene is MEPLASNIQVLLQAAEFLERREREAEHGYASLCPHRSPGPIHRRKKRPPQAPGAQDSGRSVHNELEKRRRAQLKRCLERLKQQMPLGADCARYTTLSLLRRARMHIQKLEDQEQRARQLKERLRSKQQSLQRQLEQLRGLAGAAERERLRADSLDSSGLSSERSDSDQEELEVDVESLVFGGEAELLRGFVAGQEHSYSHGGGAWL. Result: 0 (no interaction). (6) The miRNA is hsa-miR-4692 with sequence UCAGGCAGUGUGGGUAUCAGAU. The protein sequence of the target gene is MAQSTATSPDGGTTFEHLWSSLEPDSTYFDLPQSSRGNNEVVGGTDSSMDVFHLEGMTTSVMAQFNLLSSTMDQMSSRAASASPYTPEHAASVPTHSPYAQPSSTFDTMSPAPVIPSNTDYPGPHHFEVTFQQSSTAKSATWTYSPLLKKLYCQIAKTCPIQIKVSTPPPPGTAIRAMPVYKKAEHVTDVVKRCPNHELGRDFNEGQSAPASHLIRVEGNNLSQYVDDPVTGRQSVVVPYEPPQVGTEFTTILYNFMCNSSCVGGMNRRPILIIITLEMRDGQVLGRRSFEGRICACPGR.... Result: 0 (no interaction). (7) The miRNA is hsa-miR-5196-5p with sequence AGGGAAGGGGACGAGGGUUGGG. The protein sequence of the target gene is MESRKDMVVFLDGGQLGTLVGKRVSNLSEAVGSPLPEPPEKMVPRGCLSPRAVPPATRERGGGGPEEEPVDGLAGSAAGPGAEPQVAGAAMLGPGPPAPSVDSLSGQGQPSSSDTESDFYEEIEVSCTPDCATGNAEYQHSKGSGSEALVGSPNGGSETPKSNGGSGGGGSQGTLACSASDQMRRYRTAFTREQIARLEKEFYRENYVSRPRRCELAAALNLPETTIKVWFQNRRMKDKRQRLAMTWPHPADPAFYTYMMSHAAAAGGLPYPFPSHLPLPYYSPVGLGAASAASAAASPF.... Result: 1 (interaction). (8) The miRNA is hsa-miR-766-3p with sequence ACUCCAGCCCCACAGCCUCAGC. The protein sequence of the target gene is MAAPLGGMFSGQPPGPPQAPPGLPGQASLLQAAPGAPRPSSSTLVDELESSFEACFASLVSQDYVNGTDQEEIRTGVDQCIQKFLDIARQTECFFLQKRLQLSVQKPEQVIKEDVSELRNELQRKDALVQKHLTKLRHWQQVLEDINVQHKKPADIPQGSLAYLEQASANIPAPLKPT. Result: 1 (interaction). (9) The miRNA is mmu-miR-297b-5p with sequence AUGUAUGUGUGCAUGAACAUGU. The protein sequence of the target gene is MAAGGAAGLREEQRYGLACGRLGQDNITVLHVKLTETAIRALETYQSHKNLIPFRPSIQFQGLQGLMKIPKNDPFNEVQNFNFYLSNVGRDNPQGSFDCIQQTLSSSGASQLNCLGFIQDKITVCATNDSYQMTRERMTQAEEESRNRSTKVIKPGGPYVGKRVQIRKAPQAISDTVPERKRSTPMNPANTIRKMHSGNSVSQRPYRDRVIHLLALKAYKKPELLARLQKDGVNQKDKNSLGAILQQVANLNPKDLSYTLKDYVFKELQRDWPGYSETDRQTLDLVLSRKLNPSQNASTS.... Result: 1 (interaction).